From a dataset of Full USPTO retrosynthesis dataset with 1.9M reactions from patents (1976-2016). Predict the reactants needed to synthesize the given product. (1) Given the product [F:1][C:2]1[C:11]([CH2:12][CH2:13][C:14]2[CH:19]=[N:18][C:17]([NH:20][C:21]3[CH:26]=[CH:25][N:24]=[C:23]([CH3:27])[CH:22]=3)=[N:16][CH:15]=2)=[CH:10][C:5]([C:6]([O:8][CH3:9])=[O:7])=[CH:4][C:3]=1[O:28][CH3:29], predict the reactants needed to synthesize it. The reactants are: [F:1][C:2]1[C:11](/[CH:12]=[CH:13]/[C:14]2[CH:15]=[N:16][C:17]([NH:20][C:21]3[CH:26]=[CH:25][N:24]=[C:23]([CH3:27])[CH:22]=3)=[N:18][CH:19]=2)=[CH:10][C:5]([C:6]([O:8][CH3:9])=[O:7])=[CH:4][C:3]=1[O:28][CH3:29]. (2) The reactants are: [F:1][C:2]1[C:3]([CH2:14][N:15]([CH3:23])[C:16](=[O:22])[O:17][C:18]([CH3:21])([CH3:20])[CH3:19])=[CH:4][NH:5][C:6]=1[C:7]1[C:8]([F:13])=[N:9][CH:10]=[CH:11][CH:12]=1.[H-].[Na+].C1OCCOCCOCCOCCOC1.[F:41][C:42]1[CH:47]=[CH:46][CH:45]=[C:44]([F:48])[C:43]=1[S:49](Cl)(=[O:51])=[O:50]. Given the product [F:41][C:42]1[CH:47]=[CH:46][CH:45]=[C:44]([F:48])[C:43]=1[S:49]([N:5]1[C:6]([C:7]2[C:8]([F:13])=[N:9][CH:10]=[CH:11][CH:12]=2)=[C:2]([F:1])[C:3]([CH2:14][N:15]([CH3:23])[C:16](=[O:22])[O:17][C:18]([CH3:19])([CH3:20])[CH3:21])=[CH:4]1)(=[O:51])=[O:50], predict the reactants needed to synthesize it. (3) Given the product [CH3:1][C:2]1[CH:3]=[C:4]([C:12]2[CH:13]=[C:14]([C:15]([F:18])([F:17])[F:16])[N:23]3[N:24]=[CH:25][C:26]([C:27]4[CH:32]=[CH:31][N:30]=[CH:29][CH:28]=4)=[C:22]3[N:21]=2)[CH:5]=[CH:6][C:7]=1[C:8]([F:11])([F:10])[F:9], predict the reactants needed to synthesize it. The reactants are: [CH3:1][C:2]1[CH:3]=[C:4]([C:12](=O)[CH2:13][C:14](=O)[C:15]([F:18])([F:17])[F:16])[CH:5]=[CH:6][C:7]=1[C:8]([F:11])([F:10])[F:9].[NH2:21][C:22]1[C:26]([C:27]2[CH:32]=[CH:31][N:30]=[CH:29][CH:28]=2)=[CH:25][NH:24][N:23]=1. (4) Given the product [CH2:63]([CH:52]([CH2:53][CH2:54][CH2:55][CH2:56][CH2:57][CH2:58][CH2:59][CH2:60][CH2:61][CH3:62])[CH2:51][C:21]1[CH:22]=[C:23]([C:25]2[S:26][C:27]([C:6]3[S:7][CH:8]=[CH:9][CH:10]=3)=[C:28]([CH2:30][CH:31]([CH2:42][CH2:43][CH2:44][CH2:45][CH2:46][CH2:47][CH2:48][CH3:49])[CH2:32][CH2:33][CH2:34][CH2:35][CH2:36][CH2:37][CH2:38][CH2:39][CH2:40][CH3:41])[CH:29]=2)[S:24][C:20]=1[C:6]1[S:7][CH:8]=[CH:9][CH:10]=1)[CH2:64][CH2:65][CH2:66][CH2:67][CH2:68][CH2:69][CH3:70], predict the reactants needed to synthesize it. The reactants are: C([Sn](CCCC)(CCCC)[C:6]1[S:7][CH:8]=[CH:9][CH:10]=1)CCC.Br[C:20]1[S:24][C:23]([C:25]2[S:26][C:27](Br)=[C:28]([CH2:30][CH:31]([CH2:42][CH2:43][CH2:44][CH2:45][CH2:46][CH2:47][CH2:48][CH3:49])[CH2:32][CH2:33][CH2:34][CH2:35][CH2:36][CH2:37][CH2:38][CH2:39][CH2:40][CH3:41])[CH:29]=2)=[CH:22][C:21]=1[CH2:51][CH:52]([CH2:63][CH2:64][CH2:65][CH2:66][CH2:67][CH2:68][CH2:69][CH3:70])[CH2:53][CH2:54][CH2:55][CH2:56][CH2:57][CH2:58][CH2:59][CH2:60][CH2:61][CH3:62].CN(C=O)C.